Dataset: Full USPTO retrosynthesis dataset with 1.9M reactions from patents (1976-2016). Task: Predict the reactants needed to synthesize the given product. The reactants are: [NH2:1][C:2]1[C:3](=[O:22])[N:4]([CH2:14][C:15]2[CH:20]=[CH:19][CH:18]=[CH:17][C:16]=2[F:21])[C:5](=[O:13])[N:6]([CH2:9][CH2:10][CH2:11][CH3:12])[C:7]=1[NH2:8].[CH3:23][N:24]1[C:28]([CH3:29])=[C:27]([NH:30][S:31]([C:34]2[CH:39]=[CH:38][C:37]([CH2:40][C:41](O)=O)=[CH:36][CH:35]=2)(=[O:33])=[O:32])[C:26]([CH3:44])=[N:25]1. Given the product [CH2:9]([N:6]1[C:7]2[N:8]=[C:41]([CH2:40][C:37]3[CH:38]=[CH:39][C:34]([S:31]([NH:30][C:27]4[C:26]([CH3:44])=[N:25][N:24]([CH3:23])[C:28]=4[CH3:29])(=[O:32])=[O:33])=[CH:35][CH:36]=3)[NH:1][C:2]=2[C:3](=[O:22])[N:4]([CH2:14][C:15]2[CH:20]=[CH:19][CH:18]=[CH:17][C:16]=2[F:21])[C:5]1=[O:13])[CH2:10][CH2:11][CH3:12], predict the reactants needed to synthesize it.